Dataset: Reaction yield outcomes from USPTO patents with 853,638 reactions. Task: Predict the reaction yield, written as a fraction of the theoretical maximum amount of product (1.0 means a 100% yield; for example, 0.34 means a 34% yield). (1) The reactants are C(NC(C)C)(C)C.C([Li])CCC.[CH3:13][S:14]([C:17]1[CH:22]=[CH:21][C:20]([CH2:23][C:24]([OH:26])=[O:25])=[CH:19][CH:18]=1)(=[O:16])=[O:15].I[CH2:28][CH:29]1[CH2:33][CH2:32][CH2:31][CH2:30]1. The catalyst is O1CCCC1.CN1CCCN(C)C1=O. The product is [CH:29]1([CH2:28][CH:23]([C:20]2[CH:19]=[CH:18][C:17]([S:14]([CH3:13])(=[O:15])=[O:16])=[CH:22][CH:21]=2)[C:24]([OH:26])=[O:25])[CH2:33][CH2:32][CH2:31][CH2:30]1. The yield is 0.520. (2) The reactants are [NH2:1][C:2]1[CH:7]=[CH:6][C:5]([C:8]2[CH:9]=[CH:10][C:11]3[O:17][CH2:16][CH2:15][N:14](C(OC(C)(C)C)=O)[CH2:13][C:12]=3[CH:25]=2)=[CH:4][C:3]=1[N+:26]([O-:28])=[O:27].[ClH:29]. The catalyst is O1CCOCC1. The product is [ClH:29].[ClH:29].[N+:26]([C:3]1[CH:4]=[C:5]([C:8]2[CH:9]=[CH:10][C:11]3[O:17][CH2:16][CH2:15][NH:14][CH2:13][C:12]=3[CH:25]=2)[CH:6]=[CH:7][C:2]=1[NH2:1])([O-:28])=[O:27]. The yield is 1.00.